Dataset: Forward reaction prediction with 1.9M reactions from USPTO patents (1976-2016). Task: Predict the product of the given reaction. (1) Given the reactants Cl.[F:2][C:3]1([F:10])[CH2:8][CH2:7][CH:6]([NH2:9])[CH2:5][CH2:4]1.C(N(CC)CC)C.[C:18](Cl)(=[O:25])[O:19][CH2:20][C:21]([Cl:24])([Cl:23])[Cl:22], predict the reaction product. The product is: [F:2][C:3]1([F:10])[CH2:8][CH2:7][CH:6]([NH:9][C:18](=[O:25])[O:19][CH2:20][C:21]([Cl:24])([Cl:23])[Cl:22])[CH2:5][CH2:4]1. (2) Given the reactants [F:1][C:2]([F:11])([C:5]1[CH:10]=[CH:9][CH:8]=[CH:7][CH:6]=1)[CH2:3][OH:4].C1(CCCCOCCC=O)C=CC=CC=1, predict the reaction product. The product is: [F:1][C:2]([F:11])([C:5]1[CH:6]=[CH:7][CH:8]=[CH:9][CH:10]=1)[CH:3]=[O:4]. (3) Given the reactants [Cl:1][C:2]1[CH:10]=[CH:9][C:5]([C:6](Cl)=[O:7])=[CH:4][N:3]=1.[CH2:11]([O:18][C:19]1[CH:25]=[CH:24][C:22]([NH2:23])=[C:21]([N+:26]([O-:28])=[O:27])[CH:20]=1)[C:12]1[CH:17]=[CH:16][CH:15]=[CH:14][CH:13]=1, predict the reaction product. The product is: [Cl:1][C:2]1[N:3]=[CH:4][C:5]([C:6]([NH:23][C:22]2[CH:24]=[CH:25][C:19]([O:18][CH2:11][C:12]3[CH:17]=[CH:16][CH:15]=[CH:14][CH:13]=3)=[CH:20][C:21]=2[N+:26]([O-:28])=[O:27])=[O:7])=[CH:9][CH:10]=1. (4) Given the reactants Cl[C:2]1[C:3]([NH2:9])=[N:4][CH:5]=[N:6][C:7]=1Cl.[OH:10][CH2:11][C@@H:12]1[CH2:16][CH2:15][N:14]([C:17]([O:19]C(C)(C)C)=O)[CH2:13]1.[O:24]([C:31]1[CH:36]=[CH:35][C:34](B(O)O)=[CH:33][CH:32]=1)[C:25]1[CH:30]=[CH:29][CH:28]=[CH:27][CH:26]=1.[C:40](Cl)(=O)[CH:41]=C, predict the reaction product. The product is: [NH2:9][C:3]1[N:4]=[CH:5][N:6]=[C:7]([O:10][CH2:11][C@@H:12]2[CH2:16][CH2:15][N:14]([C:17](=[O:19])[CH:40]=[CH2:41])[CH2:13]2)[C:2]=1[C:28]1[CH:29]=[CH:30][C:25]([O:24][C:31]2[CH:36]=[CH:35][CH:34]=[CH:33][CH:32]=2)=[CH:26][CH:27]=1. (5) Given the reactants [H-].[Na+].[CH3:3][O:4][C:5]([CH2:7]P(OC)(OC)=O)=[O:6].[F:14][C:15]1[CH:16]=[C:17]([NH:23][C:24](=[O:33])[O:25][CH2:26][C:27]2[CH:32]=[CH:31][CH:30]=[CH:29][CH:28]=2)[CH:18]=[CH:19][C:20]=1[CH:21]=O.Cl, predict the reaction product. The product is: [CH2:26]([O:25][C:24]([NH:23][C:17]1[CH:18]=[CH:19][C:20](/[CH:21]=[CH:7]/[C:5]([O:4][CH3:3])=[O:6])=[C:15]([F:14])[CH:16]=1)=[O:33])[C:27]1[CH:32]=[CH:31][CH:30]=[CH:29][CH:28]=1.